From a dataset of Reaction yield outcomes from USPTO patents with 853,638 reactions. Predict the reaction yield, written as a fraction of the theoretical maximum amount of product (1.0 means a 100% yield; for example, 0.34 means a 34% yield). (1) The reactants are [N:1]1([C:6]2[CH:11]=[CH:10][C:9](/[CH:12]=[CH:13]/[C:14]([C:20]3[CH:25]=[C:24]([Cl:26])[CH:23]=[C:22]([Cl:27])[CH:21]=3)([OH:19])[C:15]([F:18])([F:17])[F:16])=[CH:8][CH:7]=2)[CH:5]=[N:4][CH:3]=[N:2]1.[H-].[Na+].[CH3:30]I. The catalyst is C1COCC1. The product is [Cl:27][C:22]1[CH:21]=[C:20]([C:14]([O:19][CH3:30])([C:15]([F:18])([F:17])[F:16])/[CH:13]=[CH:12]/[C:9]2[CH:10]=[CH:11][C:6]([N:1]3[CH:5]=[N:4][CH:3]=[N:2]3)=[CH:7][CH:8]=2)[CH:25]=[C:24]([Cl:26])[CH:23]=1. The yield is 0.350. (2) The reactants are [CH2:1]1[C:13]2[NH:12][C:11]3[C:6](=[CH:7][CH:8]=[CH:9][CH:10]=3)[C:5]=2[CH2:4][CH2:3][NH:2]1.C(Cl)Cl.[C:17]([O:21][C:22](O[C:22]([O:21][C:17]([CH3:20])([CH3:19])[CH3:18])=[O:23])=[O:23])([CH3:20])([CH3:19])[CH3:18].C(N(CC)C(C)C)(C)C. The catalyst is CCOC(C)=O. The product is [CH2:1]1[C:13]2[NH:12][C:11]3[C:6](=[CH:7][CH:8]=[CH:9][CH:10]=3)[C:5]=2[CH2:4][CH2:3][N:2]1[C:22]([O:21][C:17]([CH3:20])([CH3:19])[CH3:18])=[O:23]. The yield is 1.00. (3) The reactants are B(Br)(Br)Br.[F:5][C:6]1[C:11]([F:12])=[C:10]([F:13])[C:9]([F:14])=[C:8]([F:15])[C:7]=1[C:16]1[CH:21]=[C:20]([CH3:22])[CH:19]=[CH:18][C:17]=1[O:23]C. The yield is 0.880. The product is [F:5][C:6]1[C:11]([F:12])=[C:10]([F:13])[C:9]([F:14])=[C:8]([F:15])[C:7]=1[C:16]1[C:17]([OH:23])=[CH:18][CH:19]=[C:20]([CH3:22])[CH:21]=1. The catalyst is ClCCl. (4) The reactants are C([NH:6][C:7]1[CH:12]=[CH:11][C:10]([N+:13]([O-:15])=[O:14])=[CH:9][C:8]=1[C:16]#[C:17][C:18]([CH3:24])(C)[C:19](OC)=O)(=O)CCC.CCCC[N+](CCCC)(CCCC)CCCC.[F-]. The catalyst is CN(C=O)C. The product is [CH:18]([C:17]1[NH:6][C:7]2[C:8]([CH:16]=1)=[CH:9][C:10]([N+:13]([O-:15])=[O:14])=[CH:11][CH:12]=2)([CH3:24])[CH3:19]. The yield is 0.330. (5) The reactants are [Br:1][C:2]1[CH:11]=[CH:10][CH:9]=[C:8]2[C:3]=1[CH:4]=[CH:5][C:6](=[O:12])[NH:7]2.[H-].[Na+].[CH3:15][O:16][C:17]1[CH:24]=[CH:23][C:20]([CH2:21]Cl)=[CH:19][CH:18]=1. The catalyst is CN(C=O)C. The product is [Br:1][C:2]1[CH:11]=[CH:10][CH:9]=[C:8]2[C:3]=1[CH:4]=[CH:5][C:6](=[O:12])[N:7]2[CH2:21][C:20]1[CH:23]=[CH:24][C:17]([O:16][CH3:15])=[CH:18][CH:19]=1. The yield is 0.400. (6) The reactants are [O:1]1[C:5]2[CH:6]=[CH:7][C:8]([C:10]3([C:13]([NH:15][C:16]4[CH:17]=[C:18]5[C:22](=[CH:23][CH:24]=4)[NH:21][C:20]([C:25]([CH3:28])([CH3:27])[CH3:26])=[CH:19]5)=[O:14])[CH2:12][CH2:11]3)=[CH:9][C:4]=2[O:3][CH2:2]1.[BH3-]C#N.[Na+]. The catalyst is C(O)(=O)C. The product is [O:1]1[C:5]2[CH:6]=[CH:7][C:8]([C:10]3([C:13]([NH:15][C:16]4[CH:17]=[C:18]5[C:22](=[CH:23][CH:24]=4)[NH:21][CH:20]([C:25]([CH3:28])([CH3:27])[CH3:26])[CH2:19]5)=[O:14])[CH2:12][CH2:11]3)=[CH:9][C:4]=2[O:3][CH2:2]1. The yield is 0.890. (7) The reactants are [CH3:1][NH:2][C:3]1[N:8]=[C:7]2[N:9]([CH2:18][C@H:19]3[CH2:24][CH2:23][C@H:22]([NH:25]C(=O)OC(C)(C)C)[CH2:21][CH2:20]3)[N:10]=[C:11]([C:12]3[CH:17]=[CH:16][CH:15]=[CH:14][CH:13]=3)[C:6]2=[CH:5][N:4]=1. The catalyst is C(Cl)Cl. The product is [NH2:25][C@H:22]1[CH2:21][CH2:20][C@H:19]([CH2:18][N:9]2[C:7]3=[N:8][C:3]([NH:2][CH3:1])=[N:4][CH:5]=[C:6]3[C:11]([C:12]3[CH:17]=[CH:16][CH:15]=[CH:14][CH:13]=3)=[N:10]2)[CH2:24][CH2:23]1. The yield is 0.800. (8) The yield is 0.900. The product is [Cl:1][C:2]1[CH:7]=[CH:6][CH:5]=[CH:4][C:3]=1[C@H:8]([OH:32])[C@@H:9]([OH:74])[CH3:10]. No catalyst specified. The reactants are [Cl:1][C:2]1[CH:7]=[CH:6][CH:5]=[CH:4][C:3]=1/[CH:8]=[CH:9]/[CH3:10].CC[C@H]1[C@H]2C[C@H]([C@H](OC3C4C(=CC=CC=4)C(O[C@H](C4C=CN=C5C=4C=C(OC)C=C5)[C@@H]4N5C[C@H](CC)[C@@H](CC5)C4)=NN=3)C3C=CN=C4C=3C=C([O:32]C)C=C4)N(CC2)C1.CC(O)(C)C.[OH2:74]. (9) The reactants are [Na+].[Cl:2][C:3]1[CH:4]=[C:5]([NH:17][C:18]2[C:27]3[C:22](=[CH:23][CH:24]=[CH:25][C:26]=3[O:28][CH2:29][C:30]([O-])=[O:31])[N:21]=[CH:20][N:19]=2)[CH:6]=[CH:7][C:8]=1[O:9][CH2:10][C:11]1[CH:16]=[CH:15][CH:14]=[CH:13][N:12]=1.CN(C(ON1N=NC2C=CC=NC1=2)=[N+](C)C)C.F[P-](F)(F)(F)(F)F.CCN(C(C)C)C(C)C.[CH3:66][S:67]([CH2:70][CH2:71][NH:72][CH3:73])(=[O:69])=[O:68]. No catalyst specified. The product is [Cl:2][C:3]1[CH:4]=[C:5]([NH:17][C:18]2[C:27]3[C:22](=[CH:23][CH:24]=[CH:25][C:26]=3[O:28][CH2:29][C:30]([N:72]([CH2:71][CH2:70][S:67]([CH3:66])(=[O:69])=[O:68])[CH3:73])=[O:31])[N:21]=[CH:20][N:19]=2)[CH:6]=[CH:7][C:8]=1[O:9][CH2:10][C:11]1[CH:16]=[CH:15][CH:14]=[CH:13][N:12]=1. The yield is 0.840. (10) The reactants are Cl.[CH2:2]([O:9][C:10]1[CH:18]=[CH:17][C:13]([C:14]([NH2:16])=[NH:15])=[C:12]([F:19])[CH:11]=1)[C:3]1[CH:8]=[CH:7][CH:6]=[CH:5][CH:4]=1.C(=O)([O-])O.[K+].O.Cl[CH2:27][C:28]([C:30]1[N:31]([CH:35]([CH3:37])[CH3:36])[N:32]=[CH:33][N:34]=1)=O. The catalyst is C1COCC1.[Na+].[Cl-]. The product is [CH2:2]([O:9][C:10]1[CH:18]=[CH:17][C:13]([C:14]2[NH:16][CH:27]=[C:28]([C:30]3[N:31]([CH:35]([CH3:37])[CH3:36])[N:32]=[CH:33][N:34]=3)[N:15]=2)=[C:12]([F:19])[CH:11]=1)[C:3]1[CH:4]=[CH:5][CH:6]=[CH:7][CH:8]=1. The yield is 0.840.